Dataset: Forward reaction prediction with 1.9M reactions from USPTO patents (1976-2016). Task: Predict the product of the given reaction. (1) Given the reactants [N:1]([C:4]1[CH:9]=[C:8]([C:10]([O:12][CH3:13])=[O:11])[CH:7]=[CH:6][C:5]=1[C:14]([O:16]C)=O)=[C:2]=[S:3].[Cl:18][C:19]1[C:20]([NH2:26])=[N:21][CH:22]=[C:23]([Cl:25])[CH:24]=1, predict the reaction product. The product is: [Cl:18][C:19]1[C:20]([N:26]2[C:14](=[O:16])[C:5]3[C:4](=[CH:9][C:8]([C:10]([O:12][CH3:13])=[O:11])=[CH:7][CH:6]=3)[NH:1][C:2]2=[S:3])=[N:21][CH:22]=[C:23]([Cl:25])[CH:24]=1. (2) Given the reactants [F:1][C:2]1[CH:7]=[CH:6][C:5]([NH:8][NH2:9])=[CH:4][CH:3]=1.[Br:10][C:11]1[CH:12]=[C:13]([CH:27]=[CH:28][CH:29]=1)[C:14]([C:16](=[CH:19]NC1C=CC=CC=1)[C:17]#[N:18])=[O:15], predict the reaction product. The product is: [NH2:18][C:17]1[N:8]([C:5]2[CH:6]=[CH:7][C:2]([F:1])=[CH:3][CH:4]=2)[N:9]=[CH:19][C:16]=1[C:14](=[O:15])[C:13]1[CH:27]=[CH:28][CH:29]=[C:11]([Br:10])[CH:12]=1.